This data is from NCI-60 drug combinations with 297,098 pairs across 59 cell lines. The task is: Regression. Given two drug SMILES strings and cell line genomic features, predict the synergy score measuring deviation from expected non-interaction effect. Drug 1: C1=CC(=CC=C1CCC2=CNC3=C2C(=O)NC(=N3)N)C(=O)NC(CCC(=O)O)C(=O)O. Drug 2: CC(C1=C(C=CC(=C1Cl)F)Cl)OC2=C(N=CC(=C2)C3=CN(N=C3)C4CCNCC4)N. Cell line: OVCAR-5. Synergy scores: CSS=13.9, Synergy_ZIP=-6.42, Synergy_Bliss=-7.61, Synergy_Loewe=-8.88, Synergy_HSA=-6.84.